From a dataset of Merck oncology drug combination screen with 23,052 pairs across 39 cell lines. Regression. Given two drug SMILES strings and cell line genomic features, predict the synergy score measuring deviation from expected non-interaction effect. Drug 1: CN(C)C(=N)N=C(N)N. Drug 2: N#Cc1ccc(Cn2cncc2CN2CCN(c3cccc(Cl)c3)C(=O)C2)cc1. Cell line: SW837. Synergy scores: synergy=1.38.